From a dataset of Forward reaction prediction with 1.9M reactions from USPTO patents (1976-2016). Predict the product of the given reaction. (1) Given the reactants Cl[CH2:2][C:3]([O:5]C)=[O:4].[Br:7][C:8]1[C:9]([OH:17])=[C:10]([CH:13]=[C:14]([F:16])[CH:15]=1)[CH:11]=O.C(=O)([O-])[O-].[K+].[K+].[OH-].[K+], predict the reaction product. The product is: [Br:7][C:8]1[C:9]2[O:17][C:2]([C:3]([OH:5])=[O:4])=[CH:11][C:10]=2[CH:13]=[C:14]([F:16])[CH:15]=1. (2) Given the reactants [C:1]([O:14][C@H:15]([CH2:71][O:72][C:73](=[O:85])[CH2:74][CH2:75][CH2:76][CH2:77][CH2:78][CH2:79][CH2:80][CH2:81][CH2:82][CH2:83][CH3:84])[CH2:16][S:17][CH2:18][C@H:19]([NH:53]C(OCC1C2C=CC=CC=2C2C1=CC=CC=2)=O)[C:20](=[O:52])[NH:21][CH2:22][CH2:23][CH2:24]OCCCCOCCCNC(=O)OCC1C2C=CC=CC=2C2C1=CC=CC=2)(=[O:13])[CH2:2][CH2:3][CH2:4][CH2:5][CH2:6][CH2:7][CH2:8][CH2:9][CH2:10][CH2:11][CH3:12].[NH:86]1CCC[CH2:88][CH2:87]1, predict the reaction product. The product is: [C:73]([O:72][CH2:71][C@@H:15]([O:14][C:1](=[O:13])[CH2:2][CH2:3][CH2:4][CH2:5][CH2:6][CH2:7][CH2:8][CH2:9][CH2:10][CH2:11][CH3:12])[CH2:16][S:17][CH2:18][C@H:19]([NH2:53])[C:20]([NH:21][CH2:22][CH2:23][CH2:24][CH2:88][CH2:87][NH2:86])=[O:52])(=[O:85])[CH2:74][CH2:75][CH2:76][CH2:77][CH2:78][CH2:79][CH2:80][CH2:81][CH2:82][CH2:83][CH3:84]. (3) Given the reactants [H-].[Na+].Br[C:4]1[C:5]([CH:9]=[O:10])=[N:6][NH:7][CH:8]=1.[CH3:11][Si:12]([CH3:19])([CH3:18])[CH2:13][CH2:14][O:15][CH2:16]Cl.O, predict the reaction product. The product is: [CH3:11][Si:12]([CH3:19])([CH3:18])[CH2:13][CH2:14][O:15][CH2:16][N:7]1[CH:8]=[CH:4][C:5]([CH:9]=[O:10])=[N:6]1. (4) Given the reactants [CH3:1][O:2][C:3]1[CH:4]=[C:5]2[C:13](=[CH:14][CH:15]=1)[NH:12][C:11]1[C:10]3[CH:16]=[CH:17][CH:18]=[CH:19][C:9]=3[O:8][CH2:7][C:6]2=1.[H-].[Na+].[CH2:22](Cl)[C:23]1[CH:28]=[CH:27][CH:26]=[CH:25][CH:24]=1.CN([CH:33]=[O:34])C, predict the reaction product. The product is: [CH2:22]([O:34][C:33]1[CH:11]=[CH:6][C:5]([CH2:13][N:12]2[C:11]3[C:10]4[CH:16]=[CH:17][CH:18]=[CH:19][C:9]=4[O:8][CH2:7][C:6]=3[C:5]3[C:13]2=[CH:14][CH:15]=[C:3]([O:2][CH3:1])[CH:4]=3)=[CH:4][CH:3]=1)[C:23]1[CH:28]=[CH:27][CH:26]=[CH:25][CH:24]=1. (5) The product is: [CH:1]1([C:4]2[CH:8]=[CH:7][N:6]([CH2:9][C:10]([OH:12])=[O:11])[N:5]=2)[CH2:2][CH2:3]1. Given the reactants [CH:1]1([C:4]2[CH:8]=[CH:7][N:6]([CH2:9][C:10]([O:12]CC)=[O:11])[N:5]=2)[CH2:3][CH2:2]1.CCOC(C)=O, predict the reaction product.